From a dataset of Reaction yield outcomes from USPTO patents with 853,638 reactions. Predict the reaction yield, written as a fraction of the theoretical maximum amount of product (1.0 means a 100% yield; for example, 0.34 means a 34% yield). (1) The reactants are [C:1]([NH:4][CH2:5][CH:6]1[O:10][C:9](=[O:11])[N:8]([C:12]2[CH:17]=[CH:16][C:15]([C:18]3[CH:19]=[CH:20][C:21]([CH2:24]OS(C)(=O)=O)=[N:22][CH:23]=3)=[C:14]([F:30])[CH:13]=2)[CH2:7]1)(=[O:3])[CH3:2].[O:31]1[CH:35]=[C:34]([CH2:36][NH2:37])[CH:33]=[N:32]1. The catalyst is CN(C=O)C. The product is [F:30][C:14]1[CH:13]=[C:12]([N:8]2[CH2:7][CH:6]([CH2:5][NH:4][C:1](=[O:3])[CH3:2])[O:10][C:9]2=[O:11])[CH:17]=[CH:16][C:15]=1[C:18]1[CH:23]=[N:22][C:21]([CH2:24][NH:37][CH2:36][C:34]2[CH:33]=[N:32][O:31][CH:35]=2)=[CH:20][CH:19]=1. The yield is 0.100. (2) The reactants are [Cl-].O[NH3+:3].[C:4](=[O:7])([O-])[OH:5].[Na+].CS(C)=O.[F:13][C:14]1[CH:15]=[C:16]([C:44]2[C:45]([C:50]#[N:51])=[CH:46][CH:47]=[CH:48][CH:49]=2)[CH:17]=[CH:18][C:19]=1[CH2:20][C:21]1[C:26](=[O:27])[N:25]([C:28]2[CH:33]=[CH:32][C:31]([O:34][C:35]([CH3:39])([CH3:38])[CH2:36][OH:37])=[CH:30][CH:29]=2)[C:24]([CH3:40])=[N:23][C:22]=1[CH2:41][CH2:42][CH3:43]. The catalyst is O.C(OCC)(=O)C. The yield is 0.610. The product is [F:13][C:14]1[CH:15]=[C:16]([C:44]2[CH:49]=[CH:48][CH:47]=[CH:46][C:45]=2[C:50]2[NH:3][C:4](=[O:7])[O:5][N:51]=2)[CH:17]=[CH:18][C:19]=1[CH2:20][C:21]1[C:26](=[O:27])[N:25]([C:28]2[CH:33]=[CH:32][C:31]([O:34][C:35]([CH3:38])([CH3:39])[CH2:36][OH:37])=[CH:30][CH:29]=2)[C:24]([CH3:40])=[N:23][C:22]=1[CH2:41][CH2:42][CH3:43]. (3) The product is [C:8]([C:5]1[N:6]=[N:7][C:2]([NH:22][C@@H:23]2[CH2:28][CH2:27][O:26][CH2:25][C@@H:24]2[NH:29][C:30](=[O:36])[O:31][C:32]([CH3:34])([CH3:33])[CH3:35])=[CH:3][C:4]=1[NH:11][C:12]1[CH:17]=[CH:16][C:15]([F:18])=[C:14]([CH:19]([CH3:21])[CH3:20])[N:13]=1)(=[O:9])[NH2:10]. The catalyst is CN1C(=O)CCC1.CCOC(C)=O. The yield is 0.250. The reactants are Cl[C:2]1[N:7]=[N:6][C:5]([C:8]([NH2:10])=[O:9])=[C:4]([NH:11][C:12]2[CH:17]=[CH:16][C:15]([F:18])=[C:14]([CH:19]([CH3:21])[CH3:20])[N:13]=2)[CH:3]=1.[NH2:22][C@@H:23]1[CH2:28][CH2:27][O:26][CH2:25][C@@H:24]1[NH:29][C:30](=[O:36])[O:31][C:32]([CH3:35])([CH3:34])[CH3:33]. (4) The reactants are [I:1][C:2]1[CH:7]=[CH:6][NH:5][C:4](=[O:8])[CH:3]=1.I[CH2:10][CH2:11][OH:12].C([O-])([O-])=O.[K+].[K+]. The catalyst is CN(C=O)C. The product is [OH:12][CH2:11][CH2:10][N:5]1[CH:6]=[CH:7][C:2]([I:1])=[CH:3][C:4]1=[O:8]. The yield is 1.00. (5) The reactants are [N:1]([CH2:4][CH:5]1[CH2:9][C:8]2[CH:10]=[C:11]([Cl:19])[CH:12]=[C:13]([C:14]3[CH:18]=[CH:17][S:16][CH:15]=3)[C:7]=2[O:6]1)=[N+]=[N-]. The catalyst is [Pt]. The product is [Cl:19][C:11]1[CH:12]=[C:13]([C:14]2[CH:18]=[CH:17][S:16][CH:15]=2)[C:7]2[O:6][CH:5]([CH2:4][NH2:1])[CH2:9][C:8]=2[CH:10]=1. The yield is 0.850. (6) The reactants are [Br:1][C:2]1[CH:7]=[CH:6][C:5]([N:8]2[C:19]3[C:11](=[CH:12][C:13]4[O:17][CH:16]=[N:15][C:14]=4[C:18]=3[F:20])[NH:10][C:9]2=[O:21])=[C:4]([Cl:22])[CH:3]=1.C(N(CC)CC)C.[CH2:30]([C:33]1([S:36](Cl)(=[O:38])=[O:37])[CH2:35][CH2:34]1)[CH:31]=[CH2:32].C([O-])(O)=O.[Na+]. The yield is 0.872. The product is [CH2:30]([C:33]1([S:36]([N:10]2[C:11]3=[CH:12][C:13]4[O:17][CH:16]=[N:15][C:14]=4[C:18]([F:20])=[C:19]3[N:8]([C:5]3[CH:6]=[CH:7][C:2]([Br:1])=[CH:3][C:4]=3[Cl:22])[C:9]2=[O:21])(=[O:38])=[O:37])[CH2:35][CH2:34]1)[CH:31]=[CH2:32]. The catalyst is C(Cl)Cl.CN(C1C=CN=CC=1)C. (7) The reactants are [NH:1]([C:3]1[CH:8]=[CH:7][NH:6][C:5](=[O:9])[CH:4]=1)[NH2:2].[CH3:10][C:11](=O)[CH2:12][CH2:13][CH:14]=[CH2:15]. No catalyst specified. The product is [CH3:15][C:14](=[N:2][NH:1][C:3]1[CH:8]=[CH:7][NH:6][C:5](=[O:9])[CH:4]=1)[CH2:13][CH2:12][CH:11]=[CH2:10]. The yield is 0.713.